From a dataset of Reaction yield outcomes from USPTO patents with 853,638 reactions. Predict the reaction yield, written as a fraction of the theoretical maximum amount of product (1.0 means a 100% yield; for example, 0.34 means a 34% yield). (1) The reactants are Cl[C:2]([O:4][C:5]1[CH:10]=[CH:9][CH:8]=[CH:7][CH:6]=1)=[O:3].[CH3:11][S:12][C:13]1[C:14]([N:26]2[CH2:31][CH2:30][O:29][CH2:28][CH2:27]2)=[N:15][C:16]([C:19]2[CH:24]=[CH:23][C:22]([NH2:25])=[CH:21][CH:20]=2)=[N:17][CH:18]=1.C([O-])(O)=O.[Na+]. The catalyst is C(#N)C. The product is [CH3:11][S:12][C:13]1[C:14]([N:26]2[CH2:31][CH2:30][O:29][CH2:28][CH2:27]2)=[N:15][C:16]([C:19]2[CH:24]=[CH:23][C:22]([NH:25][C:2](=[O:3])[O:4][C:5]3[CH:10]=[CH:9][CH:8]=[CH:7][CH:6]=3)=[CH:21][CH:20]=2)=[N:17][CH:18]=1. The yield is 0.800. (2) The reactants are C([Li])CCC.Br[C:7]1[CH:12]=[CH:11][CH:10]=[C:9](Br)[C:8]=1[O:14][CH2:15][CH2:16]Br.[S:18](=[O:20])=[O:19].[Cl:21]NC(=O)CCC(N)=O. The catalyst is O1CCCC1.CCCCCC.ClCCl. The product is [O:14]1[C:8]2[C:9]([S:18]([Cl:21])(=[O:20])=[O:19])=[CH:10][CH:11]=[CH:12][C:7]=2[CH2:16][CH2:15]1. The yield is 0.510. (3) The reactants are Br[C:2]1[CH:31]=[CH:30][C:5]2[N:6]([C:9]3[CH:10]=[C:11]([NH:23][S:24]([CH:27]4[CH2:29][CH2:28]4)(=[O:26])=[O:25])[CH:12]=[C:13]([C:15]4[CH:20]=[CH:19][C:18]([F:21])=[CH:17][C:16]=4[F:22])[CH:14]=3)[CH:7]=[N:8][C:4]=2[CH:3]=1.C([O-])([O-])=O.[K+].[K+].Cl.CN(C)CC(O)=O.[NH:46]1[CH2:50][CH2:49][CH2:48][C:47]1=[O:51]. The catalyst is CS(C)=O.[Cu]I. The product is [F:22][C:16]1[CH:17]=[C:18]([F:21])[CH:19]=[CH:20][C:15]=1[C:13]1[CH:14]=[C:9]([N:6]2[C:5]3[CH:30]=[CH:31][C:2]([N:46]4[CH2:50][CH2:49][CH2:48][C:47]4=[O:51])=[CH:3][C:4]=3[N:8]=[CH:7]2)[CH:10]=[C:11]([NH:23][S:24]([CH:27]2[CH2:29][CH2:28]2)(=[O:25])=[O:26])[CH:12]=1. The yield is 0.900. (4) The reactants are Br[CH2:2][CH:3]1[CH2:5][C:4]1(F)F.BrCC1CC1.[CH3:13][C:14]1[N:15]=[C:16]([N:24]2[C:28](=[O:29])[NH:27][N:26]=[CH:25]2)[S:17][C:18]=1[C:19]([O:21][CH2:22][CH3:23])=[O:20]. No catalyst specified. The product is [CH:5]1([CH2:4][N:27]2[C:28](=[O:29])[N:24]([C:16]3[S:17][C:18]([C:19]([O:21][CH2:22][CH3:23])=[O:20])=[C:14]([CH3:13])[N:15]=3)[CH:25]=[N:26]2)[CH2:3][CH2:2]1. The yield is 0.830.